From a dataset of Full USPTO retrosynthesis dataset with 1.9M reactions from patents (1976-2016). Predict the reactants needed to synthesize the given product. (1) Given the product [CH3:13][NH:14][CH2:2][CH:3]([C:5]1[N:10]=[CH:9][CH:8]=[CH:7][N:6]=1)[OH:4], predict the reactants needed to synthesize it. The reactants are: Cl[CH2:2][CH:3]([C:5]1[N:10]=[CH:9][CH:8]=[CH:7][N:6]=1)[OH:4].[I-].[Na+].[CH3:13][NH2:14]. (2) The reactants are: C1(C(C2C=CC=CC=2)=[N:8][CH:9]([CH2:17][C:18]2[N:19]=[CH:20][S:21][CH:22]=2)[C:10]([O:12][C:13]([CH3:16])([CH3:15])[CH3:14])=[O:11])C=CC=CC=1.C(O)(=O)CC(CC(O)=O)(C(O)=O)O. Given the product [NH2:8][CH:9]([CH2:17][C:18]1[N:19]=[CH:20][S:21][CH:22]=1)[C:10]([O:12][C:13]([CH3:16])([CH3:15])[CH3:14])=[O:11], predict the reactants needed to synthesize it. (3) Given the product [NH2:1][C:2]1[C:11]([C:12]#[N:13])=[C:10]([NH:24][CH2:23][C:19]2[S:18][CH:22]=[CH:21][CH:20]=2)[C:9]2[C:4](=[CH:5][CH:6]=[C:7]([N:15]([CH3:17])[CH3:16])[CH:8]=2)[N:3]=1, predict the reactants needed to synthesize it. The reactants are: [NH2:1][C:2]1[C:11]([C:12]#[N:13])=[C:10](Cl)[C:9]2[C:4](=[CH:5][CH:6]=[C:7]([N:15]([CH3:17])[CH3:16])[CH:8]=2)[N:3]=1.[S:18]1[CH:22]=[CH:21][CH:20]=[C:19]1[CH2:23][NH2:24]. (4) Given the product [Br:15][C:14]1[C:8]2[O:7][C:6]([C:17]([OH:19])=[O:18])([C:4]([OH:5])=[O:3])[O:10][C:9]=2[CH:11]=[C:12]([F:16])[CH:13]=1, predict the reactants needed to synthesize it. The reactants are: C([O:3][C:4]([C:6]1([C:17]([O:19]CC)=[O:18])[O:10][C:9]2[CH:11]=[C:12]([F:16])[CH:13]=[C:14]([Br:15])[C:8]=2[O:7]1)=[O:5])C.Cl. (5) The reactants are: [C:1](OC(=O)C)(=[O:3])[CH3:2].[C:8]([O:12][C:13]([N:15]1[CH2:20][CH2:19][CH:18]([NH:21][CH3:22])[CH2:17][CH2:16]1)=[O:14])([CH3:11])([CH3:10])[CH3:9].C(O)(=O)C.[OH-].[Na+]. Given the product [C:8]([O:12][C:13]([N:15]1[CH2:16][CH2:17][CH:18]([N:21]([C:1](=[O:3])[CH3:2])[CH3:22])[CH2:19][CH2:20]1)=[O:14])([CH3:11])([CH3:10])[CH3:9], predict the reactants needed to synthesize it. (6) Given the product [CH3:1][O:2][CH2:3][CH2:4][N:5]1[CH2:9][CH2:8][C@H:7]([NH:10][C:11]2[CH:12]=[CH:13][C:14]([NH2:17])=[CH:15][CH:16]=2)[CH2:6]1, predict the reactants needed to synthesize it. The reactants are: [CH3:1][O:2][CH2:3][CH2:4][N:5]1[CH2:9][CH2:8][C@H:7]([NH:10][C:11]2[CH:16]=[CH:15][C:14]([N+:17]([O-])=O)=[CH:13][CH:12]=2)[CH2:6]1.[H][H]. (7) Given the product [ClH:1].[Cl:1][C:2]1[CH:7]=[CH:6][CH:5]=[CH:4][C:3]=1[C:8]1[N:9]=[C:10]2[N:14]([C:15]=1[C:16]1[CH:21]=[CH:20][N:19]=[C:18]([NH:22][CH:23]3[CH2:28][CH2:27][NH:26][CH2:25][CH2:24]3)[N:17]=1)[CH:13]=[CH:12][O:11]2, predict the reactants needed to synthesize it. The reactants are: [Cl:1][C:2]1[CH:7]=[CH:6][CH:5]=[CH:4][C:3]=1[C:8]1[N:9]=[C:10]2[N:14]([C:15]=1[C:16]1[CH:21]=[CH:20][N:19]=[C:18]([NH:22][CH:23]3[CH2:28][CH2:27][N:26](C(OC(C)(C)C)=O)[CH2:25][CH2:24]3)[N:17]=1)[CH:13]=[CH:12][O:11]2.Cl. (8) The reactants are: Br[C:2]1[CH:3]=[C:4]2[C:10]([C:11]3[C:16]([O:17][CH3:18])=[CH:15][CH:14]=[CH:13][N:12]=3)=[N:9][N:8](COC(=O)C(C)(C)C)[C:5]2=[N:6][CH:7]=1.[NH2:27][C:28]1[CH:38]=[CH:37][C:36](B2OC(C)(C)C(C)(C)O2)=[CH:35][C:29]=1[C:30]([N:32]([CH3:34])[CH3:33])=[O:31].ClCCl.C(=O)(O)[O-].[Na+]. Given the product [NH2:27][C:28]1[CH:38]=[CH:37][C:36]([C:2]2[CH:3]=[C:4]3[C:10]([C:11]4[C:16]([O:17][CH3:18])=[CH:15][CH:14]=[CH:13][N:12]=4)=[N:9][NH:8][C:5]3=[N:6][CH:7]=2)=[CH:35][C:29]=1[C:30]([N:32]([CH3:34])[CH3:33])=[O:31], predict the reactants needed to synthesize it. (9) Given the product [NH:24]1[C:32]2[C:27](=[CH:28][C:29]([NH:33][C:2]3[C:11]4=[N:12][NH:13][CH:14]=[C:10]4[C:9]4[CH:8]=[CH:7][CH:6]=[CH:5][C:4]=4[N:3]=3)=[CH:30][CH:31]=2)[CH:26]=[N:25]1, predict the reactants needed to synthesize it. The reactants are: Cl[C:2]1[C:11]2=[N:12][N:13](CC3C=CC(OC)=CC=3)[CH:14]=[C:10]2[C:9]2[CH:8]=[CH:7][CH:6]=[CH:5][C:4]=2[N:3]=1.[NH:24]1[C:32]2[C:27](=[CH:28][C:29]([NH2:33])=[CH:30][CH:31]=2)[CH:26]=[N:25]1.Cl.